Dataset: CYP2C19 inhibition data for predicting drug metabolism from PubChem BioAssay. Task: Regression/Classification. Given a drug SMILES string, predict its absorption, distribution, metabolism, or excretion properties. Task type varies by dataset: regression for continuous measurements (e.g., permeability, clearance, half-life) or binary classification for categorical outcomes (e.g., BBB penetration, CYP inhibition). Dataset: cyp2c19_veith. The molecule is Oc1ccccc1C(Sc1nc2ccccc2s1)Sc1nc2ccccc2s1. The result is 1 (inhibitor).